From a dataset of Catalyst prediction with 721,799 reactions and 888 catalyst types from USPTO. Predict which catalyst facilitates the given reaction. Reactant: [O:1]1[C:5]2[CH:6]=[CH:7][C:8]([C:10]3[S:11][CH:12]=[C:13]([C:15]([OH:17])=O)[N:14]=3)=[CH:9][C:4]=2[CH2:3][CH2:2]1.[NH2:18][C:19]1[NH:23][C:22]2[CH:24]=[CH:25][C:26]([C:28]([N:30]([CH3:32])[CH3:31])=[O:29])=[CH:27][C:21]=2[N:20]=1.F[P-](F)(F)(F)(F)F.N1(OC(N(C)C)=[N+](C)C)C2C=CC=CC=2N=N1.C(N(CC)C(C)C)(C)C. Product: [O:1]1[C:5]2[CH:6]=[CH:7][C:8]([C:10]3[S:11][CH:12]=[C:13]([C:15]([NH:18][C:19]4[NH:23][C:22]5[CH:24]=[CH:25][C:26]([C:28](=[O:29])[N:30]([CH3:31])[CH3:32])=[CH:27][C:21]=5[N:20]=4)=[O:17])[N:14]=3)=[CH:9][C:4]=2[CH2:3][CH2:2]1. The catalyst class is: 546.